This data is from Full USPTO retrosynthesis dataset with 1.9M reactions from patents (1976-2016). The task is: Predict the reactants needed to synthesize the given product. (1) Given the product [CH3:1][C:2]([CH3:7])([CH3:6])[CH2:3][CH2:4][N:39]1[CH2:40][CH2:41][CH:36]([CH2:35][CH2:34][CH2:33][O:32][C:29]2[CH:30]=[CH:31][C:26]([C:24]([N:15]3[CH2:14][C:13]4[CH:12]=[N:11][N:10]([CH3:9])[C:19]=4[NH:18][C:17]4[CH:20]=[CH:21][CH:22]=[CH:23][C:16]3=4)=[O:25])=[CH:27][C:28]=2[CH3:42])[CH2:37][CH2:38]1, predict the reactants needed to synthesize it. The reactants are: [CH3:1][C:2]([CH3:7])([CH3:6])[CH2:3][CH:4]=O.Cl.[CH3:9][N:10]1[C:19]2[NH:18][C:17]3[CH:20]=[CH:21][CH:22]=[CH:23][C:16]=3[N:15]([C:24]([C:26]3[CH:31]=[CH:30][C:29]([O:32][CH2:33][CH2:34][CH2:35][CH:36]4[CH2:41][CH2:40][NH:39][CH2:38][CH2:37]4)=[C:28]([CH3:42])[CH:27]=3)=[O:25])[CH2:14][C:13]=2[CH:12]=[N:11]1.C(N(CC)CC)C.C(O[BH-](OC(=O)C)OC(=O)C)(=O)C.[Na+]. (2) Given the product [C:7]([O:11][C:12](=[O:34])[CH2:13][N:14]1[C:18]2[CH:19]=[CH:20][C:21]([N:23]([CH2:24][C:25]3[CH:26]=[CH:27][CH:28]=[CH:29][CH:30]=3)[C:1](=[O:5])[CH:2]([CH3:4])[CH3:3])=[CH:22][C:17]=2[N:16]=[C:15]1[CH2:31][CH2:32][CH3:33])([CH3:10])([CH3:9])[CH3:8], predict the reactants needed to synthesize it. The reactants are: [C:1](Cl)(=[O:5])[CH:2]([CH3:4])[CH3:3].[C:7]([O:11][C:12](=[O:34])[CH2:13][N:14]1[C:18]2[CH:19]=[CH:20][C:21]([NH:23][CH2:24][C:25]3[CH:30]=[CH:29][CH:28]=[CH:27][CH:26]=3)=[CH:22][C:17]=2[N:16]=[C:15]1[CH2:31][CH2:32][CH3:33])([CH3:10])([CH3:9])[CH3:8].CCN(C(C)C)C(C)C. (3) Given the product [CH2:1]([C:5]1([CH3:32])[CH2:10][CH2:9][N:8]([C:11]2[N:16]3[CH:17]=[C:18]([C:20]([O:22][CH2:23][CH3:24])=[O:21])[N:19]=[C:15]3[CH:14]=[C:13]([CH3:25])[C:12]=2[C@H:26]([O:31][C:5]([CH3:10])([CH3:6])[CH3:1])[C:27]([O:29][CH3:30])=[O:28])[CH2:7][CH2:6]1)[CH2:2][CH:3]=[CH2:4], predict the reactants needed to synthesize it. The reactants are: [CH2:1]([C:5]1([CH3:32])[CH2:10][CH2:9][N:8]([C:11]2[N:16]3[CH:17]=[C:18]([C:20]([O:22][CH2:23][CH3:24])=[O:21])[N:19]=[C:15]3[CH:14]=[C:13]([CH3:25])[C:12]=2[C@H:26]([OH:31])[C:27]([O:29][CH3:30])=[O:28])[CH2:7][CH2:6]1)[CH2:2][CH:3]=[CH2:4].C(Cl)Cl.C([O-])(O)=O.[Na+]. (4) Given the product [F:21][C:22]1[CH:28]=[CH:27][C:25]([NH2:26])=[C:24]([C:2]2[CH:7]=[CH:6][N:5]=[C:4]3[NH:8][C:9]([C:11]4[CH2:12][CH2:13][N:14]([S:17]([CH3:20])(=[O:19])=[O:18])[CH2:15][CH:16]=4)=[CH:10][C:3]=23)[CH:23]=1, predict the reactants needed to synthesize it. The reactants are: Br[C:2]1[CH:7]=[CH:6][N:5]=[C:4]2[NH:8][C:9]([C:11]3[CH2:12][CH2:13][N:14]([S:17]([CH3:20])(=[O:19])=[O:18])[CH2:15][CH:16]=3)=[CH:10][C:3]=12.[F:21][C:22]1[CH:28]=[CH:27][C:25]([NH2:26])=[C:24](B2OC(C)(C)C(C)(C)O2)[CH:23]=1.C(=O)([O-])[O-].[Na+].[Na+].